From a dataset of NCI-60 drug combinations with 297,098 pairs across 59 cell lines. Regression. Given two drug SMILES strings and cell line genomic features, predict the synergy score measuring deviation from expected non-interaction effect. (1) Drug 1: CC1=CC2C(CCC3(C2CCC3(C(=O)C)OC(=O)C)C)C4(C1=CC(=O)CC4)C. Drug 2: B(C(CC(C)C)NC(=O)C(CC1=CC=CC=C1)NC(=O)C2=NC=CN=C2)(O)O. Cell line: HL-60(TB). Synergy scores: CSS=19.0, Synergy_ZIP=2.84, Synergy_Bliss=13.1, Synergy_Loewe=5.33, Synergy_HSA=10.6. (2) Drug 1: C1CN1C2=NC(=NC(=N2)N3CC3)N4CC4. Drug 2: C#CCC(CC1=CN=C2C(=N1)C(=NC(=N2)N)N)C3=CC=C(C=C3)C(=O)NC(CCC(=O)O)C(=O)O. Cell line: 786-0. Synergy scores: CSS=43.0, Synergy_ZIP=-8.50, Synergy_Bliss=-10.4, Synergy_Loewe=-46.7, Synergy_HSA=-7.80. (3) Drug 1: C1CCC(CC1)NC(=O)N(CCCl)N=O. Cell line: UACC-257. Synergy scores: CSS=8.69, Synergy_ZIP=-5.33, Synergy_Bliss=-2.54, Synergy_Loewe=-6.82, Synergy_HSA=-2.73. Drug 2: C(CN)CNCCSP(=O)(O)O. (4) Drug 1: CC1=C2C(C(=O)C3(C(CC4C(C3C(C(C2(C)C)(CC1OC(=O)C(C(C5=CC=CC=C5)NC(=O)OC(C)(C)C)O)O)OC(=O)C6=CC=CC=C6)(CO4)OC(=O)C)OC)C)OC. Drug 2: C1C(C(OC1N2C=NC3=C(N=C(N=C32)Cl)N)CO)O. Cell line: HT29. Synergy scores: CSS=74.9, Synergy_ZIP=7.41, Synergy_Bliss=8.94, Synergy_Loewe=-5.16, Synergy_HSA=9.65. (5) Drug 2: CCCCCOC(=O)NC1=NC(=O)N(C=C1F)C2C(C(C(O2)C)O)O. Cell line: LOX IMVI. Synergy scores: CSS=-4.96, Synergy_ZIP=3.14, Synergy_Bliss=4.96, Synergy_Loewe=-5.27, Synergy_HSA=-4.66. Drug 1: CC1=C(C=C(C=C1)NC(=O)C2=CC=C(C=C2)CN3CCN(CC3)C)NC4=NC=CC(=N4)C5=CN=CC=C5. (6) Drug 1: CN1CCC(CC1)COC2=C(C=C3C(=C2)N=CN=C3NC4=C(C=C(C=C4)Br)F)OC. Drug 2: COC1=C(C=C2C(=C1)N=CN=C2NC3=CC(=C(C=C3)F)Cl)OCCCN4CCOCC4. Cell line: A549. Synergy scores: CSS=31.4, Synergy_ZIP=2.82, Synergy_Bliss=2.64, Synergy_Loewe=5.77, Synergy_HSA=7.44. (7) Drug 2: CC1=C2C(C(=O)C3(C(CC4C(C3C(C(C2(C)C)(CC1OC(=O)C(C(C5=CC=CC=C5)NC(=O)OC(C)(C)C)O)O)OC(=O)C6=CC=CC=C6)(CO4)OC(=O)C)OC)C)OC. Synergy scores: CSS=43.7, Synergy_ZIP=8.82, Synergy_Bliss=8.45, Synergy_Loewe=0.863, Synergy_HSA=10.5. Drug 1: CN1CCC(CC1)COC2=C(C=C3C(=C2)N=CN=C3NC4=C(C=C(C=C4)Br)F)OC. Cell line: T-47D.